This data is from Forward reaction prediction with 1.9M reactions from USPTO patents (1976-2016). The task is: Predict the product of the given reaction. Given the reactants [CH3:1][NH2:2].[Br:3][C:4]1[C:13]([O:14][CH3:15])=[CH:12][CH:11]=[C:10]2[C:5]=1[CH:6]=[CH:7][C:8]([CH:16]=O)=[CH:9]2.[O-]S([O-])(=O)=O.[Mg+2], predict the reaction product. The product is: [Br:3][C:4]1[C:13]([O:14][CH3:15])=[CH:12][CH:11]=[C:10]2[C:5]=1[CH:6]=[CH:7][C:8]([CH:16]=[N:2][CH3:1])=[CH:9]2.